Predict the reactants needed to synthesize the given product. From a dataset of Full USPTO retrosynthesis dataset with 1.9M reactions from patents (1976-2016). (1) Given the product [F:32][C:33]1[C:34]([C:40]2[CH:45]=[CH:44][C:43]([O:46][CH2:48][C@H:49]3[CH2:54][CH2:53][O:52][CH2:51][C@@H:50]3[NH:55][C:56](=[O:62])[O:57][C:58]([CH3:61])([CH3:60])[CH3:59])=[CH:42][CH:41]=2)=[N:35][CH:36]=[C:37]([F:39])[CH:38]=1, predict the reactants needed to synthesize it. The reactants are: P(CCCC)(CCCC)CCCC.C1CCN(C(N=NC(N2CCCCC2)=O)=O)CC1.[F:32][C:33]1[C:34]([C:40]2[CH:45]=[CH:44][C:43]([OH:46])=[CH:42][CH:41]=2)=[N:35][CH:36]=[C:37]([F:39])[CH:38]=1.O[CH2:48][C@H:49]1[CH2:54][CH2:53][O:52][CH2:51][C@@H:50]1[NH:55][C:56](=[O:62])[O:57][C:58]([CH3:61])([CH3:60])[CH3:59].[OH-].[Na+]. (2) Given the product [Cl:5][C:6]1[CH:7]=[C:8]([C:13]2[S:14][CH:15]=[C:16]([C:19]([CH3:21])=[O:20])[C:17]=2[OH:18])[CH:9]=[CH:10][C:11]=1[Cl:12], predict the reactants needed to synthesize it. The reactants are: C(Cl)(Cl)Cl.[Cl:5][C:6]1[CH:7]=[C:8]([C:13]2(Cl)[CH:17]([OH:18])[C:16]([C:19]([CH3:21])=[O:20])=[C:15](Cl)[S:14]2)[CH:9]=[CH:10][C:11]=1[Cl:12].S(Cl)(Cl)(=O)=O.O. (3) Given the product [C:1]([C:5]1[N:10]=[C:9]([N:11]2[CH2:16][CH2:15][N:14]([CH2:17][CH2:18][CH2:19][CH2:20][NH:21][C:31]([N:52]3[CH2:53][CH2:54][N:49]([C:43]4[C:42]5[C:47](=[CH:48][C:39]([Cl:38])=[CH:40][CH:41]=5)[N:46]=[CH:45][CH:44]=4)[CH2:50][CH2:51]3)=[O:32])[CH2:13][CH2:12]2)[CH:8]=[C:7]([C:22]([F:24])([F:25])[F:23])[N:6]=1)([CH3:4])([CH3:2])[CH3:3], predict the reactants needed to synthesize it. The reactants are: [C:1]([C:5]1[N:10]=[C:9]([N:11]2[CH2:16][CH2:15][N:14]([CH2:17][CH2:18][CH2:19][CH2:20][NH2:21])[CH2:13][CH2:12]2)[CH:8]=[C:7]([C:22]([F:25])([F:24])[F:23])[N:6]=1)([CH3:4])([CH3:3])[CH3:2].C1N=CN([C:31](N2C=NC=C2)=[O:32])C=1.[Cl:38][C:39]1[CH:48]=[C:47]2[C:42]([C:43]([N:49]3[CH2:54][CH2:53][NH:52][CH2:51][CH2:50]3)=[CH:44][CH:45]=[N:46]2)=[CH:41][CH:40]=1. (4) Given the product [Br:1][C:2]1[CH:3]=[CH:4][C:5]([C:8]([N:11]2[CH2:27][CH2:26][N:15]([S:16]([C:19]3[CH:20]=[CH:21][C:22]([CH3:25])=[CH:23][CH:24]=3)(=[O:18])=[O:17])[CH2:14][CH2:13]2)([CH3:9])[CH3:10])=[CH:6][CH:7]=1, predict the reactants needed to synthesize it. The reactants are: [Br:1][C:2]1[CH:7]=[CH:6][C:5]([C:8]([NH2:11])([CH3:10])[CH3:9])=[CH:4][CH:3]=1.Cl[CH2:13][CH2:14][N:15]([CH2:26][CH2:27]Cl)[S:16]([C:19]1[CH:24]=[CH:23][C:22]([CH3:25])=[CH:21][CH:20]=1)(=[O:18])=[O:17]. (5) Given the product [C:32]([NH:1][C:2]1[CH:7]=[CH:6][C:5]([C:8]2[CH:9]=[C:10]3[C:14](=[CH:15][CH:16]=2)[C:13](=[O:17])[N:12]([C@@H:18]([CH:23]([CH3:25])[CH3:24])[C:19]([O:21][CH3:22])=[O:20])[CH2:11]3)=[CH:4][CH:3]=1)(=[O:39])[C:33]1[CH:38]=[CH:37][CH:36]=[CH:35][CH:34]=1, predict the reactants needed to synthesize it. The reactants are: [NH2:1][C:2]1[CH:7]=[CH:6][C:5]([C:8]2[CH:9]=[C:10]3[C:14](=[CH:15][CH:16]=2)[C:13](=[O:17])[N:12]([C@@H:18]([CH:23]([CH3:25])[CH3:24])[C:19]([O:21][CH3:22])=[O:20])[CH2:11]3)=[CH:4][CH:3]=1.N1C=CC=CC=1.[C:32](Br)(=[O:39])[C:33]1[CH:38]=[CH:37][CH:36]=[CH:35][CH:34]=1.